The task is: Predict the reactants needed to synthesize the given product.. This data is from Full USPTO retrosynthesis dataset with 1.9M reactions from patents (1976-2016). Given the product [C:13]([O:12][C:11]([N:10]([CH2:18][CH2:19][C:20]1[CH:25]=[CH:24][C:23]([S:26]([C:29]2[CH:30]=[C:31](/[CH:63]=[CH:57]/[C:58]([O:60][CH3:61])=[O:59])[CH:32]=[CH:33][CH:34]=2)(=[O:27])=[O:28])=[CH:22][CH:21]=1)[CH2:9][C@@H:8]([C:4]1[CH:5]=[CH:6][CH:7]=[C:2]([Cl:1])[CH:3]=1)[OH:37])=[O:17])([CH3:14])([CH3:16])[CH3:15], predict the reactants needed to synthesize it. The reactants are: [Cl:1][C:2]1[CH:3]=[C:4]([C@@H:8]([OH:37])[CH2:9][N:10]([CH2:18][CH2:19][C:20]2[CH:25]=[CH:24][C:23]([S:26]([C:29]3[CH:34]=[CH:33][CH:32]=[C:31](C=O)[CH:30]=3)(=[O:28])=[O:27])=[CH:22][CH:21]=2)[C:11](=[O:17])[O:12][C:13]([CH3:16])([CH3:15])[CH3:14])[CH:5]=[CH:6][CH:7]=1.C1(P(=[CH:57][C:58]([O:60][CH3:61])=[O:59])(C2C=CC=CC=2)C2C=CC=CC=2)C=CC=CC=1.O1CCC[CH2:63]1.